Dataset: Reaction yield outcomes from USPTO patents with 853,638 reactions. Task: Predict the reaction yield, written as a fraction of the theoretical maximum amount of product (1.0 means a 100% yield; for example, 0.34 means a 34% yield). The reactants are [BH4-].[Na+].[C:3]([C:6]1[O:10][N:9]=[C:8]([C:11]([NH:13][CH2:14][C@@H:15]([N:17]2[CH:21]=[CH:20][C:19]([C:22]3[CH:27]=[CH:26][C:25]([C:28]#[N:29])=[C:24]([Cl:30])[CH:23]=3)=[N:18]2)[CH3:16])=[O:12])[CH:7]=1)(=[O:5])[CH3:4]. The catalyst is C(O)C. The product is [Cl:30][C:24]1[CH:23]=[C:22]([C:19]2[CH:20]=[CH:21][N:17]([C@@H:15]([CH3:16])[CH2:14][NH:13][C:11]([C:8]3[CH:7]=[C:6]([CH:3]([OH:5])[CH3:4])[O:10][N:9]=3)=[O:12])[N:18]=2)[CH:27]=[CH:26][C:25]=1[C:28]#[N:29]. The yield is 0.960.